From a dataset of TCR-epitope binding with 47,182 pairs between 192 epitopes and 23,139 TCRs. Binary Classification. Given a T-cell receptor sequence (or CDR3 region) and an epitope sequence, predict whether binding occurs between them. The epitope is GLIYNRMGAVTTEV. The TCR CDR3 sequence is CASSLLGDTSTDTQYF. Result: 1 (the TCR binds to the epitope).